Predict the product of the given reaction. From a dataset of Forward reaction prediction with 1.9M reactions from USPTO patents (1976-2016). (1) Given the reactants [C:1]([O:5]C)(=O)[CH:2]=[CH2:3].[Br:7][C:8]1[CH:16]=[C:15]2[C:11]([CH2:12][CH2:13][C:14]2=[O:17])=[CH:10][CH:9]=1.[CH3:18][C:19](C)([O-])C.[K+].[OH-].[K+], predict the reaction product. The product is: [Br:7][C:8]1[CH:16]=[C:15]2[C:11]([CH2:12][C:13]3([CH2:3][CH2:2][C:1](=[O:5])[CH2:19][CH2:18]3)[C:14]2=[O:17])=[CH:10][CH:9]=1. (2) Given the reactants [CH2:1]([NH:8][C:9]([N:11]1[CH:16]2[C@H:17]([CH3:41])[N:18]([CH2:30][C:31]3[CH:32]=[CH:33][CH:34]=[C:35]4[C:40]=3[N:39]=[CH:38][CH:37]=[CH:36]4)[C:19](=[O:29])[C@H:20]([CH2:21][C:22]3[CH:27]=[CH:26][C:25]([OH:28])=[CH:24][CH:23]=3)[N:15]2[C:14](=[O:42])[CH2:13][N:12]1[CH3:43])=[O:10])[C:2]1[CH:7]=[CH:6][CH:5]=[CH:4][CH:3]=1.C1COCC1.[C:49](Cl)(=[O:61])[CH2:50][CH2:51][CH2:52][CH2:53][CH2:54][CH2:55][CH2:56][CH2:57][CH2:58][CH2:59][CH3:60].C(N(CC)CC)C, predict the reaction product. The product is: [C:49]([O:28][C:25]1[CH:24]=[CH:23][C:22]([CH2:21][C@@H:20]2[N:15]3[CH:16]([N:11]([C:9](=[O:10])[NH:8][CH2:1][C:2]4[CH:3]=[CH:4][CH:5]=[CH:6][CH:7]=4)[N:12]([CH3:43])[CH2:13][C:14]3=[O:42])[C@H:17]([CH3:41])[N:18]([CH2:30][C:31]3[CH:32]=[CH:33][CH:34]=[C:35]4[C:40]=3[N:39]=[CH:38][CH:37]=[CH:36]4)[C:19]2=[O:29])=[CH:27][CH:26]=1)(=[O:61])[CH2:50][CH2:51][CH2:52][CH2:53][CH2:54][CH2:55][CH2:56][CH2:57][CH2:58][CH2:59][CH3:60]. (3) Given the reactants FC(F)(F)C(O)=[O:4].[CH2:8]([N:15]1[CH:20]2[CH2:21][CH2:22][CH:16]1[CH:17]=[C:18]([C:23]1[C:24]([O:31]C(C)(C)C)=[C:25]([CH:28]=[CH:29][CH:30]=1)[C:26]#[N:27])[CH2:19]2)[C:9]1[CH:14]=[CH:13][CH:12]=[CH:11][CH:10]=1, predict the reaction product. The product is: [CH2:8]([N:15]1[CH:20]2[CH2:21][CH2:22][CH:16]1[CH:17]=[C:18]([C:23]1[C:24]([OH:31])=[C:25]([CH:28]=[CH:29][CH:30]=1)[C:26]([NH2:27])=[O:4])[CH2:19]2)[C:9]1[CH:14]=[CH:13][CH:12]=[CH:11][CH:10]=1. (4) Given the reactants [NH2:1][C:2]1[CH:3]=[N:4][CH:5]=[CH:6][C:7]=1[O:8][CH3:9].C([Li])CCC.Cl[C:16]1[N:21]=[C:20]([N:22]2[CH2:27][CH2:26][O:25][CH2:24][CH2:23]2)[N:19]=[C:18]([N:28]2[C:32]3[CH:33]=[CH:34][CH:35]=[C:36]([O:37][CH3:38])[C:31]=3[N:30]=[C:29]2[CH:39]([F:41])[F:40])[N:17]=1, predict the reaction product. The product is: [F:41][CH:39]([F:40])[C:29]1[N:28]([C:18]2[N:19]=[C:20]([N:22]3[CH2:27][CH2:26][O:25][CH2:24][CH2:23]3)[N:21]=[C:16]([NH:1][C:2]3[CH:3]=[N:4][CH:5]=[CH:6][C:7]=3[O:8][CH3:9])[N:17]=2)[C:32]2[CH:33]=[CH:34][CH:35]=[C:36]([O:37][CH3:38])[C:31]=2[N:30]=1. (5) Given the reactants [C:1]1([NH:7][NH2:8])[CH:6]=[CH:5][CH:4]=[CH:3][CH:2]=1.O=C(CC(OC)=O)CC(OC)=O.C(OC(OCC)(OCC)C)C.NCC1C=NC=CC=1.[CH3:40][C:41]1[N:42]([CH2:70][C:71]2[CH:72]=[N:73][CH:74]=[CH:75][CH:76]=2)[C:43](=[O:69])[CH:44]=[C:45]2N(C(=O)CCCOC3C=CC=CC=3)N(C3C=CC=CC=3)[C:47](=[O:68])[C:46]=12.C(N(CC)CC)(C)C.[CH3:85][O:86][C:87]1[CH:88]=[C:89]([CH2:93][C:94](Cl)=[O:95])[CH:90]=[CH:91][CH:92]=1, predict the reaction product. The product is: [CH3:85][O:86][C:87]1[CH:88]=[C:89]([CH2:93][C:94]([N:8]2[C:45]3[C:46](=[C:41]([CH3:40])[N:42]([CH2:70][C:71]4[CH:72]=[N:73][CH:74]=[CH:75][CH:76]=4)[C:43](=[O:69])[CH:44]=3)[C:47](=[O:68])[N:7]2[C:1]2[CH:6]=[CH:5][CH:4]=[CH:3][CH:2]=2)=[O:95])[CH:90]=[CH:91][CH:92]=1. (6) Given the reactants [CH3:1][C:2]([C:17]1[N:21]([CH3:22])[C:20]([C:23]2[CH:28]=[CH:27][CH:26]=[CH:25][C:24]=2[C:29]([F:32])([F:31])[F:30])=[N:19][N:18]=1)([O:4][C:5]1[CH:13]=[CH:12][C:8]([C:9]([NH2:11])=[O:10])=[CH:7][C:6]=1[C:14]([NH2:16])=[O:15])[CH3:3].O.C(=O)(O)[O-].[Na+].[NH3:39].[CH3:40][C:41]([N:43](C)C)=[O:42], predict the reaction product. The product is: [C:9]([C:8]1[CH:12]=[CH:13][C:5]([O:4][C:2]([CH3:1])([C:17]2[N:21]([CH3:22])[C:20]([C:23]3[CH:28]=[CH:27][CH:26]=[CH:25][C:24]=3[C:29]([F:31])([F:32])[F:30])=[N:19][N:18]=2)[CH3:3])=[C:6]([C:14]2[O:15][N:39]=[C:40]([C:41]([NH2:43])=[O:42])[N:16]=2)[CH:7]=1)(=[O:10])[NH2:11].